Predict which catalyst facilitates the given reaction. From a dataset of Catalyst prediction with 721,799 reactions and 888 catalyst types from USPTO. (1) Reactant: [C:1]1([C:7]2[CH:8]=[C:9]([C:16]3[O:20][N:19]=[C:18]([C:21]4[CH:22]=[C:23]([CH2:26]O)[O:24][CH:25]=4)[N:17]=3)[S:10][C:11]=2[C:12]([F:15])([F:14])[F:13])[CH:6]=[CH:5][CH:4]=[CH:3][CH:2]=1.C(Br)(Br)(Br)Br.C1(P(C2C=CC=CC=2)C2C=CC=CC=2)C=CC=CC=1.Cl.[NH:53]1[CH2:56][CH:55]([C:57]([O:59][CH2:60][CH3:61])=[O:58])[CH2:54]1.C(N(CC)C(C)C)(C)C.C(=O)([O-])O.[Na+]. Product: [C:1]1([C:7]2[CH:8]=[C:9]([C:16]3[O:20][N:19]=[C:18]([C:21]4[CH:22]=[C:23]([CH2:26][N:53]5[CH2:56][CH:55]([C:57]([O:59][CH2:60][CH3:61])=[O:58])[CH2:54]5)[O:24][CH:25]=4)[N:17]=3)[S:10][C:11]=2[C:12]([F:15])([F:14])[F:13])[CH:6]=[CH:5][CH:4]=[CH:3][CH:2]=1. The catalyst class is: 46. (2) Reactant: [Si]([O:8][C:9]1([CH3:50])[C:13](=[O:14])[N:12]([C:15]2[CH:20]=[C:19]([C:21]#[N:22])[CH:18]=[CH:17][N:16]=2)[C@H:11]([C:23]([N:25]([CH:33]([C:43]2[CH:48]=[CH:47][CH:46]=[CH:45][C:44]=2[Cl:49])[C:34]([NH:36][CH:37]2[CH2:40][C:39]([F:42])([F:41])[CH2:38]2)=[O:35])[C:26]2[CH:31]=[CH:30][CH:29]=[C:28]([F:32])[CH:27]=2)=[O:24])[CH2:10]1)(C(C)(C)C)(C)C.CCCC[N+](CCCC)(CCCC)CCCC.[F-]. Product: [Cl:49][C:44]1[CH:45]=[CH:46][CH:47]=[CH:48][C:43]=1[C@@H:33]([N:25]([C:26]1[CH:31]=[CH:30][CH:29]=[C:28]([F:32])[CH:27]=1)[C:23]([C@@H:11]1[CH2:10][C:9]([OH:8])([CH3:50])[C:13](=[O:14])[N:12]1[C:15]1[CH:20]=[C:19]([C:21]#[N:22])[CH:18]=[CH:17][N:16]=1)=[O:24])[C:34]([NH:36][CH:37]1[CH2:40][C:39]([F:41])([F:42])[CH2:38]1)=[O:35]. The catalyst class is: 1. (3) Reactant: [CH3:1][CH:2]([CH2:13][CH3:14])[CH:3]([C:7]1[CH:12]=[CH:11][CH:10]=[CH:9][CH:8]=1)[C:4](O)=[O:5].CN(C)C=O.C(Cl)(=O)C([Cl:23])=O. Product: [CH3:1][CH:2]([CH2:13][CH3:14])[CH:3]([C:7]1[CH:12]=[CH:11][CH:10]=[CH:9][CH:8]=1)[C:4]([Cl:23])=[O:5]. The catalyst class is: 2.